Dataset: Reaction yield outcomes from USPTO patents with 853,638 reactions. Task: Predict the reaction yield, written as a fraction of the theoretical maximum amount of product (1.0 means a 100% yield; for example, 0.34 means a 34% yield). The reactants are [NH:1]1[C:5]2[N:6]=[CH:7][CH:8]=[C:9]([CH:10]=[O:11])[C:4]=2[CH:3]=[CH:2]1.[I:12]I.[I-].[Na+].[OH-].[Na+].[H-].[Na+].[S:20](Cl)([C:23]1[CH:29]=[CH:28][C:26]([CH3:27])=[CH:25][CH:24]=1)(=[O:22])=[O:21]. The catalyst is CCO.O.CCOC(C)=O. The product is [I:12][C:3]1[C:4]2[C:9]([CH:10]=[O:11])=[CH:8][CH:7]=[N:6][C:5]=2[N:1]([S:20]([C:23]2[CH:29]=[CH:28][C:26]([CH3:27])=[CH:25][CH:24]=2)(=[O:22])=[O:21])[CH:2]=1. The yield is 0.600.